From a dataset of NCI-60 drug combinations with 297,098 pairs across 59 cell lines. Regression. Given two drug SMILES strings and cell line genomic features, predict the synergy score measuring deviation from expected non-interaction effect. Drug 1: C1=NC2=C(N=C(N=C2N1C3C(C(C(O3)CO)O)F)Cl)N. Drug 2: CN(C(=O)NC(C=O)C(C(C(CO)O)O)O)N=O. Cell line: MALME-3M. Synergy scores: CSS=3.52, Synergy_ZIP=-1.13, Synergy_Bliss=2.76, Synergy_Loewe=-2.32, Synergy_HSA=1.29.